Predict which catalyst facilitates the given reaction. From a dataset of Catalyst prediction with 721,799 reactions and 888 catalyst types from USPTO. (1) Product: [CH2:1]([O:8][CH2:9][C@H:10]([CH:13]([CH3:15])[CH3:14])[CH2:11][Br:18])[C:2]1[CH:7]=[CH:6][CH:5]=[CH:4][CH:3]=1. The catalyst class is: 9. Reactant: [CH2:1]([O:8][CH2:9][C@H:10]([CH:13]([CH3:15])[CH3:14])[CH2:11]O)[C:2]1[CH:7]=[CH:6][CH:5]=[CH:4][CH:3]=1.P(Br)(Br)([Br:18])=O.O. (2) Reactant: [CH2:1]([N:3]1[CH2:8][CH2:7][CH:6]([C:9]2[CH:14]=[CH:13][C:12]([N+:15]([O-])=O)=[CH:11][CH:10]=2)[CH2:5][CH2:4]1)[CH3:2]. Product: [CH2:1]([N:3]1[CH2:8][CH2:7][CH:6]([C:9]2[CH:10]=[CH:11][C:12]([NH2:15])=[CH:13][CH:14]=2)[CH2:5][CH2:4]1)[CH3:2]. The catalyst class is: 256. (3) Reactant: [C:1]1([CH2:7][SH:8])[CH:6]=[CH:5][CH:4]=[CH:3][CH:2]=1.C(=O)([O-])[O-].[K+].[K+].Cl[C:16]1[C:21]([CH:22]([CH3:24])[CH3:23])=[CH:20][C:19]([N+:25]([O-:27])=[O:26])=[CH:18][N:17]=1. Product: [CH2:7]([S:8][C:16]1[C:21]([CH:22]([CH3:23])[CH3:24])=[CH:20][C:19]([N+:25]([O-:27])=[O:26])=[CH:18][N:17]=1)[C:1]1[CH:6]=[CH:5][CH:4]=[CH:3][CH:2]=1. The catalyst class is: 7. (4) Reactant: [CH3:1][C:2]([C:4]1[CH:9]=[CH:8][C:7]([F:10])=[C:6]([Br:11])[CH:5]=1)=[O:3].[BH4-].[Na+]. Product: [Br:11][C:6]1[CH:5]=[C:4]([CH:2]([OH:3])[CH3:1])[CH:9]=[CH:8][C:7]=1[F:10]. The catalyst class is: 36. (5) Reactant: [NH2:1][C:2]1[N:6]([C:7]2[CH:8]=[C:9](B3OCCCO3)[CH:10]=[CH:11][CH:12]=2)[C:5]2[CH:19]=[CH:20][CH:21]=[CH:22][C:4]=2[N:3]=1.Br[C:24]1[C:25]([CH3:31])=[N:26][N:27]([CH3:30])[C:28]=1[CH3:29].C(=O)([O-])O.[Na+].[OH-].[Na+]. Product: [NH2:1][C:2]1[N:6]([C:7]2[CH:12]=[CH:11][CH:10]=[C:9]([C:24]3[C:25]([CH3:31])=[N:26][N:27]([CH3:30])[C:28]=3[CH3:29])[CH:8]=2)[C:5]2[CH:19]=[CH:20][CH:21]=[CH:22][C:4]=2[N:3]=1. The catalyst class is: 149.